From a dataset of Peptide-MHC class I binding affinity with 185,985 pairs from IEDB/IMGT. Regression. Given a peptide amino acid sequence and an MHC pseudo amino acid sequence, predict their binding affinity value. This is MHC class I binding data. The peptide sequence is KVLSHGWAY. The MHC is HLA-B35:01 with pseudo-sequence HLA-B35:01. The binding affinity (normalized) is 0.695.